This data is from Forward reaction prediction with 1.9M reactions from USPTO patents (1976-2016). The task is: Predict the product of the given reaction. (1) Given the reactants [I-].[F:2][C:3]1[CH:16]=[CH:15][C:6]2[N:7]3[C:13]([CH3:14])=[CH:12][S:11][C:8]3=[N+:9]([CH3:10])[C:5]=2[CH:4]=1.[CH3:17][O-:18].[Na+], predict the reaction product. The product is: [F:2][C:3]1[CH:16]=[CH:15][C:6]2[N:7](/[C:13](/[CH3:14])=[CH:12]\[S:11][CH3:8])[C:17](=[O:18])[N:9]([CH3:10])[C:5]=2[CH:4]=1. (2) Given the reactants [CH3:1][C:2]1[NH:3][C:4]([CH3:22])=[C:5]2[C:10]=1[C:9]([CH2:11][C:12]1[CH:13]=[C:14]([CH:18]=[CH:19][CH:20]=1)[C:15](O)=[O:16])=[N:8][NH:7][C:6]2=[O:21].[CH3:23][O:24][CH:25]1[CH2:30][CH2:29][NH:28][CH2:27][CH2:26]1.C(N(CC)CC)C, predict the reaction product. The product is: [CH3:23][O:24][CH:25]1[CH2:30][CH2:29][N:28]([C:15]([C:14]2[CH:13]=[C:12]([CH:20]=[CH:19][CH:18]=2)[CH2:11][C:9]2[C:10]3[C:5](=[C:4]([CH3:22])[NH:3][C:2]=3[CH3:1])[C:6](=[O:21])[NH:7][N:8]=2)=[O:16])[CH2:27][CH2:26]1. (3) Given the reactants C([O:3][C:4](=[O:28])[CH2:5][N:6]1[C:10](=[O:11])[N:9]([CH2:12][C:13]2[CH:18]=[CH:17][C:16]([O:19][CH3:20])=[CH:15][CH:14]=2)[C:8]([C:21]2[CH:26]=[CH:25][C:24]([Cl:27])=[CH:23][CH:22]=2)=[N:7]1)C.[OH-].[K+].Cl, predict the reaction product. The product is: [Cl:27][C:24]1[CH:25]=[CH:26][C:21]([C:8]2[N:9]([CH2:12][C:13]3[CH:18]=[CH:17][C:16]([O:19][CH3:20])=[CH:15][CH:14]=3)[C:10](=[O:11])[N:6]([CH2:5][C:4]([OH:28])=[O:3])[N:7]=2)=[CH:22][CH:23]=1. (4) Given the reactants [NH2:1][C@H:2]([C:5]([O:7]C(C)(C)C)=[O:6])[CH2:3][OH:4].Cl.[CH2:13]([C@@:17]1([CH2:40][CH3:41])[NH:23][C@H:22]([C:24]2[CH:29]=[CH:28][CH:27]=[CH:26][CH:25]=2)[C:21]2[CH:30]=[C:31]([O:36][CH3:37])[C:32]([CH:34]=O)=[CH:33][C:20]=2[S:19](=[O:39])(=[O:38])[CH2:18]1)[CH2:14][CH2:15][CH3:16].O1CCOCC1, predict the reaction product. The product is: [CH2:13]([C@@:17]1([CH2:40][CH3:41])[NH:23][C@H:22]([C:24]2[CH:29]=[CH:28][CH:27]=[CH:26][CH:25]=2)[C:21]2[CH:30]=[C:31]([O:36][CH3:37])[C:32]([CH2:34][NH:1][C@H:2]([C:5]([OH:7])=[O:6])[CH2:3][OH:4])=[CH:33][C:20]=2[S:19](=[O:38])(=[O:39])[CH2:18]1)[CH2:14][CH2:15][CH3:16]. (5) Given the reactants C[O:2][C:3]([C:5]1[CH:10]=[C:9]([Br:11])[C:8](=[O:12])[N:7]([CH2:13][C:14]2[CH:19]=[CH:18][CH:17]=[CH:16][CH:15]=2)[C:6]=1[CH2:20][N:21]([CH2:32][C:33]([O:35][CH3:36])=[O:34])S(C1C=CC(C)=CC=1)(=O)=O)=O.C[O-].[Na+].[NH4+].[Cl-].Cl, predict the reaction product. The product is: [CH3:36][O:35][C:33]([C:32]1[C:3]([OH:2])=[C:5]2[C:6](=[CH:20][N:21]=1)[N:7]([CH2:13][C:14]1[CH:19]=[CH:18][CH:17]=[CH:16][CH:15]=1)[C:8](=[O:12])[C:9]([Br:11])=[CH:10]2)=[O:34].